The task is: Binary Classification. Given a miRNA mature sequence and a target amino acid sequence, predict their likelihood of interaction.. This data is from Experimentally validated miRNA-target interactions with 360,000+ pairs, plus equal number of negative samples. (1) The miRNA is ath-miR398b-3p with sequence UGUGUUCUCAGGUCACCCCUG. The protein sequence of the target gene is MPECWDGEHDIETPYGLLHVVIRGSPKGNRPAILTYHDVGLNHKLCFNTFFNFEDMQEITKHFVVCHVDAPGQQVGASQFPQGYQFPSMEQLAAMLPSVVQHFGFKYVIGIGVGAGAYVLAKFALIFPDLVEGLVLVNIDPNGKGWIDWAATKLSGLTSTLPDTVLSHLFSQEELVNNTELVQSYRQQIGNVVNQANLQLFWNMYNSRRDLDINRPGTVPNAKTLRCPVMLVVGDNAPAEDGVVECNSKLDPTTTTFLKMADSGGLPQVTQPGKLTEAFKYFLQGMGYIAYLKDRRLSGG.... Result: 0 (no interaction). (2) The miRNA is hsa-miR-7155-5p with sequence UCUGGGGUCUUGGGCCAUC. The protein sequence of the target gene is MSRRTRCEDLDELHYQDTDSDVPEQRDSKCKVKWTHEEDEQLRALVRQFGQQDWKFLASHFPNRTDQQCQYRWLRVLNPDLVKGPWTKEEDQKVIELVKKYGTKQWTLIAKHLKGRLGKQCRERWHNHLNPEVKKSCWTEEEDRIICEAHKVLGNRWAEIAKMLPGRTDNAVKNHWNSTIKRKVDTGGFLSESKDCKPPVYLLLELEDKDGLQSAQPTEGQGSLLTNWPSVPPTIKEEENSEEELAAATTSKEQEPIGTDLDAVRTPEPLEEFPKREDQEGSPPETSLPYKWVVEAANLL.... Result: 1 (interaction). (3) The miRNA is hsa-miR-6077 with sequence GGGAAGAGCUGUACGGCCUUC. The protein sequence of the target gene is MEPRALVTALSLGLSLCSLGLLVTAIFTDHWYETDPRRHKESCERSRAGADPPDQKNRLMPLSHLPLRDSPPLGRRLLPGGPGRSDPESWRSLLGLGGLDAECGRPLFATYSGLWRKCYFLGIDRDIDTLILKGIAQRCTAIKYHFSQPIRLRNIPFNLTKTIQQDEWHLLHLRRITAGFLGMAVAVLLCGCIVATVSFFWEESLTQHVAGLLFLMTGIFCTISLCTYAASVSYDLNRVPKLIYSLPHDVEHGYSWSIFCAWCSLGFIVAAGGLCIAYPFISRTKIAHLKSGRDSTV. Result: 0 (no interaction). (4) The miRNA is hsa-miR-767-5p with sequence UGCACCAUGGUUGUCUGAGCAUG. The protein sequence of the target gene is MLKLVGGGGGQDWACSVAGTSLGGEEAAFEVARPGDQGKAGGGSPGWGCAGIPDSAPGAGVLQAGAVGPARGGQGAEEVGESAGGGEERRVRHPQAPALRLLNRKPQGGSGEIKTPENDLQRGRLSRGPRTAPPAPGMGDRSGQQERSVPHSPGAPVGTSAAAVNGLLHNGFHPPPVQPPHVCSRGPVGGSDAAPQRLPLLPELQPQPLLPQHDSPAKKCRLRRRMDSGRKNRPPFPWFGMDIGGTLVKLVYFEPKDITAEEEQEEVENLKSIRKYLTSNTAYGKTGIRDVHLELKNLTM.... Result: 1 (interaction). (5) The miRNA is hsa-miR-5580-5p with sequence UGCUGGCUCAUUUCAUAUGUGU. The protein sequence of the target gene is MHGRLKVKTSEEQAEAKRLEREQKLKLYQSATQAVFQKREAGELDESVLELTSQILGANPDFATLWNCRREVLQQLETQKSPEELAALVKAELGFLESCLRVNPKSYGTWHHRCWLLSRLPEPNWARELELCARFLEADERNFHCWDYRRFVAAQAAVAPAEELAFTDSLITRNFSNYSSWHYRSCLLPQLHPQPDSGPQGRLPENVLLRELELVQNAFFTDPNDQSAWFYHRWLLGRAEPHDVLCCLHVSREEACLSVCFSRPLIVGSKMGTLLLTVDEAPLSVEWRTPDGRNRPSHVW.... Result: 0 (no interaction).